From a dataset of Catalyst prediction with 721,799 reactions and 888 catalyst types from USPTO. Predict which catalyst facilitates the given reaction. (1) Reactant: [C:1]([C:5]1[CH:10]=[CH:9][C:8]([N:11]2[C:15]([CH3:16])=[C:14]([C:17]([NH:19][C:20]3[CH:21]=[N:22][C:23]([CH:26]4[CH2:35][CH2:34][C:29]5(OCC[O:30]5)[CH2:28][CH2:27]4)=[CH:24][CH:25]=3)=[O:18])[CH:13]=[N:12]2)=[CH:7][CH:6]=1)([CH3:4])([CH3:3])[CH3:2].[OH-].[Na+]. Product: [C:1]([C:5]1[CH:6]=[CH:7][C:8]([N:11]2[C:15]([CH3:16])=[C:14]([C:17]([NH:19][C:20]3[CH:21]=[N:22][C:23]([CH:26]4[CH2:35][CH2:34][C:29](=[O:30])[CH2:28][CH2:27]4)=[CH:24][CH:25]=3)=[O:18])[CH:13]=[N:12]2)=[CH:9][CH:10]=1)([CH3:4])([CH3:2])[CH3:3]. The catalyst class is: 6. (2) Reactant: [F:1][C:2]1[CH:3]=[C:4]2[C:8](=[CH:9][CH:10]=1)[NH:7][C:6](=[O:11])[C:5]2=[N:12][N:13]=[CH:14][C:15]1[NH:19][C:18]([CH3:20])=[C:17]([C:21]([NH:23][CH2:24][CH2:25][CH2:26][CH2:27][CH2:28][C:29]([OH:31])=O)=[O:22])[C:16]=1[CH3:32].C(N(CC)CC)C.ClC(OCC)=O.[NH2:46][OH:47]. Product: [F:1][C:2]1[CH:3]=[C:4]2[C:8](=[CH:9][CH:10]=1)[NH:7][C:6](=[O:11])[C:5]2=[N:12][N:13]=[CH:14][C:15]1[NH:19][C:18]([CH3:20])=[C:17]([C:21]([NH:23][CH2:24][CH2:25][CH2:26][CH2:27][CH2:28][C:29]([NH:46][OH:47])=[O:31])=[O:22])[C:16]=1[CH3:32]. The catalyst class is: 650. (3) Reactant: [N:1]1([C:10]([O:12][C:13]([CH3:16])([CH3:15])[CH3:14])=[O:11])[CH2:5][CH2:4][CH2:3][C@H:2]1[C:6]([O:8][CH3:9])=[O:7].C[Si](C)(C)[N-][Si](C)(C)C.[Li+].Br[CH2:28][CH:29]=[C:30]([CH3:32])[CH3:31]. Product: [CH3:31][C:30]([CH3:32])=[CH:29][CH2:28][C:2]1([C:6]([O:8][CH3:9])=[O:7])[CH2:3][CH2:4][CH2:5][N:1]1[C:10]([O:12][C:13]([CH3:16])([CH3:15])[CH3:14])=[O:11]. The catalyst class is: 1. (4) Reactant: [F:1][C:2]1[C:11]([N:12]2[CH2:17][CH2:16][C:15](=O)[CH2:14][CH2:13]2)=[C:10]2[C:5]([CH:6]=[CH:7][CH:8]=[N:9]2)=[CH:4][CH:3]=1.[CH3:19][O:20][C:21]1[CH:22]=[C:23]2[C:28](=[C:29]([N:31]3[CH2:36][CH2:35][NH:34][CH2:33][CH2:32]3)[CH:30]=1)[N:27]=[CH:26][CH:25]=[CH:24]2.C([BH3-])#N.[Na+]. Product: [F:1][C:2]1[C:11]([N:12]2[CH2:17][CH2:16][CH:15]([N:34]3[CH2:35][CH2:36][N:31]([C:29]4[CH:30]=[C:21]([O:20][CH3:19])[CH:22]=[C:23]5[C:28]=4[N:27]=[CH:26][CH:25]=[CH:24]5)[CH2:32][CH2:33]3)[CH2:14][CH2:13]2)=[C:10]2[C:5]([CH:6]=[CH:7][CH:8]=[N:9]2)=[CH:4][CH:3]=1. The catalyst class is: 430.